The task is: Predict the product of the given reaction.. This data is from Forward reaction prediction with 1.9M reactions from USPTO patents (1976-2016). (1) The product is: [C:1]([O:5][C:6]([N:8]1[CH2:12][C@:11]([CH2:13][N:38]=[N+:39]=[N-:40])([F:15])[CH2:10][C@H:9]1[C:16]([O:18][CH2:19][C:20]1[CH:25]=[CH:24][CH:23]=[CH:22][CH:21]=1)=[O:17])=[O:7])([CH3:4])([CH3:3])[CH3:2]. Given the reactants [C:1]([O:5][C:6]([N:8]1[CH2:12][C@@:11]([F:15])([CH2:13]O)[CH2:10][C@H:9]1[C:16]([O:18][CH2:19][C:20]1[CH:25]=[CH:24][CH:23]=[CH:22][CH:21]=1)=[O:17])=[O:7])([CH3:4])([CH3:3])[CH3:2].CCN(CC)CC.CS(Cl)(=O)=O.[N-:38]=[N+:39]=[N-:40].[Na+], predict the reaction product. (2) Given the reactants [NH2:1][CH2:2][C@@H:3]([NH:5][C:6]1[CH:25]=[CH:24][C:23]([C:26]#[N:27])=[CH:22][C:7]=1[C:8]([NH:10][CH2:11][C:12]1[CH:17]=[CH:16][C:15]([O:18][CH3:19])=[C:14]([O:20][CH3:21])[CH:13]=1)=[O:9])[CH3:4].[C:28](OC(=O)C)(=[O:30])[CH3:29], predict the reaction product. The product is: [C:28]([NH:1][CH2:2][C@@H:3]([NH:5][C:6]1[CH:25]=[CH:24][C:23]([C:26]#[N:27])=[CH:22][C:7]=1[C:8]([NH:10][CH2:11][C:12]1[CH:17]=[CH:16][C:15]([O:18][CH3:19])=[C:14]([O:20][CH3:21])[CH:13]=1)=[O:9])[CH3:4])(=[O:30])[CH3:29]. (3) Given the reactants [F:1][C:2]1[CH:13]=[CH:12][C:5]([CH2:6][NH:7][CH2:8][CH:9]([CH3:11])[CH3:10])=[CH:4][CH:3]=1.[O-]S(C(F)(F)F)(=O)=O.[N:22]1([S:27](N2C=C[N+](C)=C2)(=[O:29])=[O:28])[CH:26]=[CH:25][N:24]=[CH:23]1, predict the reaction product. The product is: [F:1][C:2]1[CH:3]=[CH:4][C:5]([CH2:6][N:7]([CH2:8][CH:9]([CH3:11])[CH3:10])[S:27]([N:22]2[CH:26]=[CH:25][N:24]=[CH:23]2)(=[O:29])=[O:28])=[CH:12][CH:13]=1. (4) Given the reactants [F:1][C:2]1[CH:10]=[C:9]2[C:5]([CH:6]=[CH:7][NH:8]2)=[CH:4][CH:3]=1.C([BH3-])#N.[Na+], predict the reaction product. The product is: [F:1][C:2]1[CH:10]=[C:9]2[C:5]([CH2:6][CH2:7][NH:8]2)=[CH:4][CH:3]=1. (5) Given the reactants F[C:2]1[CH:7]=[CH:6][C:5]([N+:8]([O-:10])=[O:9])=[CH:4][C:3]=1[O:11][CH3:12].[NH:13]([CH2:17][CH2:18][OH:19])[CH2:14][CH2:15][OH:16], predict the reaction product. The product is: [OH:16][CH2:15][CH2:14][N:13]([C:2]1[CH:7]=[CH:6][C:5]([N+:8]([O-:10])=[O:9])=[CH:4][C:3]=1[O:11][CH3:12])[CH2:17][CH2:18][OH:19]. (6) Given the reactants [NH2:1][C:2]1[N:7]([CH3:8])[C:6](=[O:9])[C:5]([CH3:11])([CH3:10])[C@:4]([C:13]2[CH:18]=[C:17]([NH2:19])[CH:16]=[CH:15][C:14]=2[F:20])([CH3:12])[N:3]=1.[Cl:21][C:22]1[CH:31]=[CH:30][C:25]2[C:26](=O)[CH2:27][O:28][C:24]=2[CH:23]=1.[B][B][B][B][B][B][B][B][B][B], predict the reaction product. The product is: [NH2:1][C:2]1[N:7]([CH3:8])[C:6](=[O:9])[C:5]([CH3:10])([CH3:11])[C@:4]([C:13]2[CH:18]=[C:17]([NH:19][CH:26]3[C:25]4[CH:30]=[CH:31][C:22]([Cl:21])=[CH:23][C:24]=4[O:28][CH2:27]3)[CH:16]=[CH:15][C:14]=2[F:20])([CH3:12])[N:3]=1. (7) Given the reactants [C:1]([O:5][C:6]([N:8]1[CH:13]2[CH2:14][CH2:15][CH:9]1[CH:10]=[C:11](OS(C(F)(F)F)(=O)=O)[CH2:12]2)=[O:7])([CH3:4])([CH3:3])[CH3:2].[CH3:24][Sn:25]([CH3:31])([CH3:30])[Sn:25]([CH3:31])([CH3:30])[CH3:24].[Li+].[Cl-], predict the reaction product. The product is: [C:1]([O:5][C:6]([N:8]1[CH:13]2[CH2:14][CH2:15][CH:9]1[CH:10]=[C:11]([Sn:25]([CH3:31])([CH3:30])[CH3:24])[CH2:12]2)=[O:7])([CH3:4])([CH3:3])[CH3:2]. (8) Given the reactants [CH2:1]([N:8]([C:33](=[O:39])[C:34]([O:36]CC)=[O:35])[CH2:9][CH:10]([CH:27]1[CH2:32][CH2:31][CH2:30][CH2:29][CH2:28]1)[C:11]1[CH:16]=[CH:15][C:14]([C:17]2[C:26]3[C:21](=[CH:22][CH:23]=[CH:24][CH:25]=3)[CH:20]=[CH:19][CH:18]=2)=[CH:13][CH:12]=1)[C:2]1[CH:7]=[CH:6][CH:5]=[CH:4][CH:3]=1.[OH-].[Na+].Cl, predict the reaction product. The product is: [CH2:1]([N:8]([C:33](=[O:39])[C:34]([OH:36])=[O:35])[CH2:9][CH:10]([CH:27]1[CH2:32][CH2:31][CH2:30][CH2:29][CH2:28]1)[C:11]1[CH:12]=[CH:13][C:14]([C:17]2[C:26]3[C:21](=[CH:22][CH:23]=[CH:24][CH:25]=3)[CH:20]=[CH:19][CH:18]=2)=[CH:15][CH:16]=1)[C:2]1[CH:3]=[CH:4][CH:5]=[CH:6][CH:7]=1. (9) Given the reactants Br[C:2]1[N:7]=[C:6]([CH2:8][O:9][N:10]=[C:11]([C:18]2[N:22]([CH3:23])[N:21]=[N:20][N:19]=2)[C:12]2[CH:17]=[CH:16][CH:15]=[CH:14][CH:13]=2)[CH:5]=[CH:4][CH:3]=1.[CH2:24]([OH:30])[CH2:25][CH2:26][CH2:27][CH2:28][CH3:29].C([O-])([O-])=O.[Cs+].[Cs+].C(P(C(C)(C)C)C1C=CC2C(=CC=CC=2)C=1C1C2C(=CC=CC=2)C=CC=1)(C)(C)C, predict the reaction product. The product is: [CH2:24]([O:30][C:2]1[N:7]=[C:6]([CH2:8][O:9][N:10]=[C:11]([C:18]2[N:22]([CH3:23])[N:21]=[N:20][N:19]=2)[C:12]2[CH:17]=[CH:16][CH:15]=[CH:14][CH:13]=2)[CH:5]=[CH:4][CH:3]=1)[CH2:25][CH2:26][CH2:27][CH2:28][CH3:29]. (10) Given the reactants Cl[CH2:2][CH2:3][O:4][C:5]1[C:13]2[C:8](=[N:9][CH:10]=[N:11][C:12]=2[NH:14][C:15]2[CH:20]=[CH:19][C:18]([O:21][CH2:22][C:23]3[CH:28]=[CH:27][CH:26]=[CH:25][N:24]=3)=[C:17]([Cl:29])[CH:16]=2)[NH:7][N:6]=1.[CH2:30]1[CH2:36][O:35][CH2:34][CH2:33][NH:32][CH2:31]1, predict the reaction product. The product is: [Cl:29][C:17]1[CH:16]=[C:15]([NH:14][C:12]2[N:11]=[CH:10][N:9]=[C:8]3[NH:7][N:6]=[C:5]([O:4][CH2:3][CH2:2][N:32]4[CH2:31][CH2:30][CH2:36][O:35][CH2:34][CH2:33]4)[C:13]=23)[CH:20]=[CH:19][C:18]=1[O:21][CH2:22][C:23]1[CH:28]=[CH:27][CH:26]=[CH:25][N:24]=1.